This data is from Catalyst prediction with 721,799 reactions and 888 catalyst types from USPTO. The task is: Predict which catalyst facilitates the given reaction. (1) Reactant: F.F.F.C(N(CC)CC)C.[C:11]([O:14][C@H:15]1[C@@H:19]([NH:20][C:21]([CH2:23][C:24]2[C:36]3[CH2:35][C:34]4[C:29](=[CH:30][CH:31]=[CH:32][CH:33]=4)[C:28]=3[CH:27]=[CH:26][CH:25]=2)=[O:22])[C@H:18]([CH2:37][O:38][Si](C(C)(C)C)(C2C=CC=CC=2)C2C=CC=CC=2)[O:17][C@@H:16]1[N:56]1[CH:64]=[N:63][C:62]2[C:57]1=[N:58][CH:59]=[N:60][C:61]=2[Cl:65])(=[O:13])[CH3:12]. Product: [C:11]([O:14][C@H:15]1[C@@H:19]([NH:20][C:21]([CH2:23][C:24]2[C:36]3[CH2:35][C:34]4[C:29](=[CH:30][CH:31]=[CH:32][CH:33]=4)[C:28]=3[CH:27]=[CH:26][CH:25]=2)=[O:22])[C@H:18]([CH2:37][OH:38])[O:17][C@@H:16]1[N:56]1[CH:64]=[N:63][C:62]2[C:57]1=[N:58][CH:59]=[N:60][C:61]=2[Cl:65])(=[O:13])[CH3:12]. The catalyst class is: 7. (2) Reactant: [C:1]([C:3]1[CH:4]=[C:5]([CH2:9][CH2:10][O:11][CH2:12][C:13]([O:15][C:16]([CH3:19])([CH3:18])[CH3:17])=[O:14])[CH:6]=[CH:7][CH:8]=1)#[N:2].[NH2:20][OH:21]. Product: [NH2:2][C:1](=[N:20][OH:21])[C:3]1[CH:4]=[C:5]([CH2:9][CH2:10][O:11][CH2:12][C:13]([O:15][C:16]([CH3:19])([CH3:18])[CH3:17])=[O:14])[CH:6]=[CH:7][CH:8]=1. The catalyst class is: 14.